From a dataset of Full USPTO retrosynthesis dataset with 1.9M reactions from patents (1976-2016). Predict the reactants needed to synthesize the given product. (1) Given the product [Br:1][C:2]1[CH:7]=[CH:6][C:5]([C:8]2[CH:12]=[CH:11][S:10][C:9]=2[C:13]([N:39]=[N+:40]=[N-:41])=[O:14])=[CH:4][C:3]=1[O:16][CH3:17], predict the reactants needed to synthesize it. The reactants are: [Br:1][C:2]1[CH:7]=[CH:6][C:5]([C:8]2[CH:12]=[CH:11][S:10][C:9]=2[C:13](O)=[O:14])=[CH:4][C:3]=1[O:16][CH3:17].C(N(CC)CC)C.C1(P([N:39]=[N+:40]=[N-:41])(C2C=CC=CC=2)=O)C=CC=CC=1. (2) Given the product [OH:35][C:8]1([C:3]2[CH:2]=[CH:6][N:5]([CH3:7])[N:4]=2)[CH2:9][CH2:10][CH:11]([N:14]2[CH2:17][CH:16]([NH:18][C:19]([CH2:21][NH:22][C:23](=[O:34])[C:24]3[CH:29]=[CH:28][CH:27]=[C:26]([C:30]([F:31])([F:32])[F:33])[CH:25]=3)=[O:20])[CH2:15]2)[CH2:12][CH2:13]1, predict the reactants needed to synthesize it. The reactants are: Br[C:2]1[C:3]([C:8]2([OH:35])[CH2:13][CH2:12][CH:11]([N:14]3[CH2:17][CH:16]([NH:18][C:19]([CH2:21][NH:22][C:23](=[O:34])[C:24]4[CH:29]=[CH:28][CH:27]=[C:26]([C:30]([F:33])([F:32])[F:31])[CH:25]=4)=[O:20])[CH2:15]3)[CH2:10][CH2:9]2)=[N:4][N:5]([CH3:7])[CH:6]=1. (3) Given the product [CH2:12]([N:11]([CH2:14][CH3:15])[S:8]([C:5]1[CH:6]=[N:7][C:2]([NH:17][NH2:18])=[CH:3][CH:4]=1)(=[O:10])=[O:9])[CH3:13], predict the reactants needed to synthesize it. The reactants are: Cl[C:2]1[N:7]=[CH:6][C:5]([S:8]([N:11]([CH2:14][CH3:15])[CH2:12][CH3:13])(=[O:10])=[O:9])=[CH:4][CH:3]=1.O.[NH2:17][NH2:18].